From a dataset of Buchwald-Hartwig C-N cross coupling reaction yields with 55,370 reactions. Predict the reaction yield, written as a fraction of the theoretical maximum amount of product (1.0 means a 100% yield; for example, 0.34 means a 34% yield). (1) The reactants are COc1ccc(Cl)cc1.Cc1ccc(N)cc1.O=S(=O)(O[Pd]1c2ccccc2-c2ccccc2N~1)C(F)(F)F.COc1ccc(OC)c(P(C(C)(C)C)C(C)(C)C)c1-c1c(C(C)C)cc(C(C)C)cc1C(C)C.CN(C)C(=NC(C)(C)C)N(C)C.CCOC(=O)c1cc(C)no1. No catalyst specified. The product is COc1ccc(Nc2ccc(C)cc2)cc1. The yield is 0. (2) The reactants are Brc1ccccn1.Cc1ccc(N)cc1.O=S(=O)(O[Pd]1c2ccccc2-c2ccccc2N~1)C(F)(F)F.COc1ccc(OC)c(P([C@]23C[C@H]4C[C@H](C[C@H](C4)C2)C3)[C@]23C[C@H]4C[C@H](C[C@H](C4)C2)C3)c1-c1c(C(C)C)cc(C(C)C)cc1C(C)C.CCN=P(N=P(N(C)C)(N(C)C)N(C)C)(N(C)C)N(C)C.Cc1cc(C)on1. No catalyst specified. The product is Cc1ccc(Nc2ccccn2)cc1. The yield is 0.776. (3) The reactants are CCc1ccc(Br)cc1.Cc1ccc(N)cc1.O=S(=O)(O[Pd]1c2ccccc2-c2ccccc2N~1)C(F)(F)F.CC(C)c1cc(C(C)C)c(-c2ccccc2P(C(C)(C)C)C(C)(C)C)c(C(C)C)c1.CN(C)C(=NC(C)(C)C)N(C)C.Cc1cc(-c2ccccc2)on1. No catalyst specified. The product is CCc1ccc(Nc2ccc(C)cc2)cc1. The yield is 0.545.